Task: Predict the reactants needed to synthesize the given product.. Dataset: Retrosynthesis with 50K atom-mapped reactions and 10 reaction types from USPTO (1) Given the product Cc1cc(C(=O)N[C@@H](CCS(C)=O)c2nc3cc(Cl)ccc3[nH]2)ccc1C(=O)N1CCCC1, predict the reactants needed to synthesize it. The reactants are: CSCC[C@H](NC(=O)c1ccc(C(=O)N2CCCC2)c(C)c1)c1nc2cc(Cl)ccc2[nH]1.O=C(OO)c1cccc(Cl)c1. (2) The reactants are: COc1ccc(CNc2nc(CCl)nc3sc4c(c23)CCCC4)cc1Cl.NCCCO. Given the product COc1ccc(CNc2nc(CNCCCO)nc3sc4c(c23)CCCC4)cc1Cl, predict the reactants needed to synthesize it.